From a dataset of Reaction yield outcomes from USPTO patents with 853,638 reactions. Predict the reaction yield, written as a fraction of the theoretical maximum amount of product (1.0 means a 100% yield; for example, 0.34 means a 34% yield). (1) The reactants are [O:1]=[C:2]1[CH2:10][C:9]2[C:4](=[CH:5][C:6]([C:11]([C:13]3[CH:14]=[C:15]([NH:19][C:20]([C:22]4[C:23]([C:28]([F:31])([F:30])[F:29])=[N:24][N:25]([CH3:27])[CH:26]=4)=[O:21])[CH:16]=[CH:17][CH:18]=3)=[O:12])=[CH:7][CH:8]=2)[NH:3]1.[CH:32](OCC)=[O:33].[O-]CC.[Na+].Cl. The yield is 0.810. The product is [OH:33][CH:32]=[C:10]1[C:9]2[C:4](=[CH:5][C:6]([C:11]([C:13]3[CH:14]=[C:15]([NH:19][C:20]([C:22]4[C:23]([C:28]([F:31])([F:30])[F:29])=[N:24][N:25]([CH3:27])[CH:26]=4)=[O:21])[CH:16]=[CH:17][CH:18]=3)=[O:12])=[CH:7][CH:8]=2)[NH:3][C:2]1=[O:1]. The catalyst is C(O)C. (2) The reactants are [C:1]([CH2:4][CH2:5][CH2:6][O:7][C:8]1[CH:13]=[CH:12][C:11]([S:14]([C:17]2([C:23](OC(C)(C)C)=[O:24])[CH2:22][CH2:21][O:20][CH2:19][CH2:18]2)(=[O:16])=[O:15])=[CH:10][CH:9]=1)(O)=[O:2].O.[OH:31][N:32]1C2C=CC=CC=2N=N1.C(N(CC)CC)C.[C:48]1([CH3:58])[C:49]([C:54]([NH:56][NH2:57])=O)=[CH:50][CH:51]=[CH:52][CH:53]=1.Cl.CN(C)CCCN=C=NCC. The catalyst is CN(C)C=O. The product is [OH:31][NH:32][C:23]([C:17]1([S:14]([C:11]2[CH:10]=[CH:9][C:8]([O:7][CH2:6][CH2:5][CH2:4][C:1]3[O:2][C:54]([C:49]4[CH:50]=[CH:51][CH:52]=[CH:53][C:48]=4[CH3:58])=[N:56][N:57]=3)=[CH:13][CH:12]=2)(=[O:16])=[O:15])[CH2:22][CH2:21][O:20][CH2:19][CH2:18]1)=[O:24]. The yield is 0.830. (3) The reactants are [CH3:1][S:2]([O:5][C@H:6]1[C@@H:11]([CH3:12])[CH2:10][C:9]([C:13]2[CH:18]=[CH:17][N:16]=[CH:15][C:14]=2[N+:19]([O-])=O)=[CH:8][C@H:7]1[NH:22][C:23]([O:25][C:26]([CH3:29])([CH3:28])[CH3:27])=[O:24])(=[O:4])=[O:3]. The catalyst is C(O)C.[Pd]. The product is [CH3:1][S:2]([O:5][C@H:6]1[C@@H:11]([CH3:12])[CH2:10][C@@H:9]([C:13]2[CH:18]=[CH:17][N:16]=[CH:15][C:14]=2[NH2:19])[CH2:8][C@H:7]1[NH:22][C:23]([O:25][C:26]([CH3:27])([CH3:29])[CH3:28])=[O:24])(=[O:3])=[O:4]. The yield is 0.490.